Dataset: Reaction yield outcomes from USPTO patents with 853,638 reactions. Task: Predict the reaction yield, written as a fraction of the theoretical maximum amount of product (1.0 means a 100% yield; for example, 0.34 means a 34% yield). (1) The reactants are [F:1][C:2]1[CH:15]=[CH:14][C:5]([CH2:6][C:7]2([OH:13])[CH2:12][CH2:11][NH:10][CH2:9][CH2:8]2)=[CH:4][CH:3]=1.[Cl:16][C:17]1[C:18]([C:27]2[O:28][CH:29]=[CH:30][N:31]=2)=[N:19][N:20]([CH2:23][C:24](O)=[O:25])[C:21]=1[CH3:22].F[P-](F)(F)(F)(F)F.N1([PH+](N2CCCC2)N2CCCC2)CCCC1.CCN(C(C)C)C(C)C. The catalyst is CC(N(C)C)=O.CCOC(C)=O. The product is [Cl:16][C:17]1[C:18]([C:27]2[O:28][CH:29]=[CH:30][N:31]=2)=[N:19][N:20]([CH2:23][C:24]([N:10]2[CH2:9][CH2:8][C:7]([CH2:6][C:5]3[CH:4]=[CH:3][C:2]([F:1])=[CH:15][CH:14]=3)([OH:13])[CH2:12][CH2:11]2)=[O:25])[C:21]=1[CH3:22]. The yield is 0.300. (2) The reactants are [F:1][C:2]([F:36])([F:35])[C:3]1[CH:4]=[C:5]([C:13]([CH3:34])([CH3:33])[C:14]([N:16]([C:18]2[CH:19]=[N:20][C:21](Cl)=[CH:22][C:23]=2[C:24]2[CH:29]=[CH:28][C:27]([F:30])=[CH:26][C:25]=2[CH3:31])[CH3:17])=[O:15])[CH:6]=[C:7]([C:9]([F:12])([F:11])[F:10])[CH:8]=1.Cl.[F:38][C:39]([F:47])([F:46])[CH:40]1[CH2:45][CH2:44][NH:43][CH2:42][CH2:41]1. The catalyst is N12CCCN=C1CCCCC2.O. The product is [F:1][C:2]([F:36])([F:35])[C:3]1[CH:4]=[C:5]([C:13]([CH3:34])([CH3:33])[C:14]([N:16]([C:18]2[C:23]([C:24]3[CH:29]=[CH:28][C:27]([F:30])=[CH:26][C:25]=3[CH3:31])=[CH:22][C:21]([N:43]3[CH2:44][CH2:45][CH:40]([C:39]([F:47])([F:46])[F:38])[CH2:41][CH2:42]3)=[N:20][CH:19]=2)[CH3:17])=[O:15])[CH:6]=[C:7]([C:9]([F:12])([F:11])[F:10])[CH:8]=1. The yield is 0.340. (3) The reactants are [CH3:1][C:2]1[NH:6][C:5]2[C:7]([C:17]([O:19]C)=[O:18])=[CH:8][C:9]([N:11]3[CH2:16][CH2:15][O:14][CH2:13][CH2:12]3)=[CH:10][C:4]=2[N:3]=1.Br[CH:22]([C:24]1[CH:29]=[CH:28][CH:27]=[C:26]([Cl:30])[C:25]=1[CH3:31])[CH3:23].C(=O)([O-])[O-].[K+].[K+].[OH-].[Li+]. The catalyst is CN(C)C=O.O1CCCC1.O. The product is [Cl:30][C:26]1[C:25]([CH3:31])=[C:24]([CH:22]([N:3]2[C:4]3[CH:10]=[C:9]([N:11]4[CH2:12][CH2:13][O:14][CH2:15][CH2:16]4)[CH:8]=[C:7]([C:17]([OH:19])=[O:18])[C:5]=3[N:6]=[C:2]2[CH3:1])[CH3:23])[CH:29]=[CH:28][CH:27]=1. The yield is 0.120. (4) The reactants are Br[CH2:2][C:3]1[CH:10]=[CH:9][C:8]([F:11])=[CH:7][C:4]=1[C:5]#[N:6].[C:12]1(=[O:22])[NH:16][C:15](=[O:17])[C:14]2=[CH:18][CH:19]=[CH:20][CH:21]=[C:13]12.C([O-])([O-])=O.[Cs+].[Cs+].C([O-])([O-])=O.[K+].[K+]. The catalyst is CN(C)C=O.O.CO.O. The product is [O:17]=[C:15]1[C:14]2[C:13](=[CH:21][CH:20]=[CH:19][CH:18]=2)[C:12](=[O:22])[N:16]1[CH2:2][C:3]1[CH:10]=[CH:9][C:8]([F:11])=[CH:7][C:4]=1[C:5]#[N:6]. The yield is 0.940. (5) The reactants are [Br:1][C:2]1[CH:10]=[CH:9][C:8]2[NH:7][N:6]=[CH:5][C:4]=2[C:3]=1[C:11]([O:13][CH3:14])=[O:12].F[B-](F)(F)F.[CH3:20][O+](C)C. The catalyst is C(OCC)(=O)C.C(=O)([O-])O.[Na+]. The product is [Br:1][C:2]1[CH:10]=[CH:9][C:8]2[C:4](=[CH:5][N:6]([CH3:20])[N:7]=2)[C:3]=1[C:11]([O:13][CH3:14])=[O:12]. The yield is 0.730. (6) The reactants are S([CH2:11][N+:12]#[C-])(C1C=CC(C)=CC=1)(=O)=O.CC(C)([O-])C.[K+].[CH3:20][Si:21]([CH3:34])([CH3:33])[CH2:22][CH2:23][O:24][CH2:25][N:26]1[CH:30]=[CH:29][N:28]=[C:27]1[CH:31]=O.CO. The catalyst is COCCOC.O. The product is [CH3:20][Si:21]([CH3:34])([CH3:33])[CH2:22][CH2:23][O:24][CH2:25][N:26]1[CH:30]=[CH:29][N:28]=[C:27]1[CH2:31][C:11]#[N:12]. The yield is 0.410.